From a dataset of Full USPTO retrosynthesis dataset with 1.9M reactions from patents (1976-2016). Predict the reactants needed to synthesize the given product. (1) Given the product [Br:1][C:2]1[CH:7]=[CH:6][C:5]([CH2:8][CH2:9][CH2:10][C:11]2[N:15]([CH:16]3[CH2:18][CH2:17]3)[C:14](=[O:19])[N:13]([C:37]3[CH:42]=[CH:41][C:40]([C:43]([F:46])([F:45])[F:44])=[CH:39][CH:38]=3)[N:12]=2)=[CH:4][CH:3]=1, predict the reactants needed to synthesize it. The reactants are: [Br:1][C:2]1[CH:7]=[CH:6][C:5]([CH2:8][CH2:9][CH2:10][C:11]2[N:15]([CH:16]3[CH2:18][CH2:17]3)[C:14](=[O:19])[NH:13][N:12]=2)=[CH:4][CH:3]=1.CN[C@@H]1CCCC[C@H]1NC.C(=O)([O-])[O-].[K+].[K+].I[C:37]1[CH:42]=[CH:41][C:40]([C:43]([F:46])([F:45])[F:44])=[CH:39][CH:38]=1. (2) Given the product [CH3:13][N:14]1[CH:18]=[C:17]([C:2]2[CH:3]=[C:4]([CH2:11][OH:12])[CH:5]=[C:6]([N+:8]([O-:10])=[O:9])[CH:7]=2)[CH:16]=[N:15]1, predict the reactants needed to synthesize it. The reactants are: Br[C:2]1[CH:3]=[C:4]([CH2:11][OH:12])[CH:5]=[C:6]([N+:8]([O-:10])=[O:9])[CH:7]=1.[CH3:13][N:14]1[CH:18]=[C:17](B2OC(C)(C)C(C)(C)O2)[CH:16]=[N:15]1.C(=O)([O-])[O-].[Na+].[Na+].C(OCC)(=O)C.